Dataset: CYP1A2 inhibition data for predicting drug metabolism from PubChem BioAssay. Task: Regression/Classification. Given a drug SMILES string, predict its absorption, distribution, metabolism, or excretion properties. Task type varies by dataset: regression for continuous measurements (e.g., permeability, clearance, half-life) or binary classification for categorical outcomes (e.g., BBB penetration, CYP inhibition). Dataset: cyp1a2_veith. (1) The compound is S=C(NC1CCCCC1)N1CCC(c2cnc[nH]2)CC1. The result is 1 (inhibitor). (2) The compound is CCOc1ccc(C(=O)Nc2cnn(Cc3ccc(Cl)c(Cl)c3)c2)cc1. The result is 1 (inhibitor). (3) The molecule is O=C(/C=C/c1ccc(Cl)cc1)Nc1ccc(N2CCCCC2)cc1. The result is 0 (non-inhibitor). (4) The molecule is O=C(c1cccc(F)c1)N1CCC[C@@]2(CCN(c3cccc(-c4ccccc4)c3)C2)C1. The result is 1 (inhibitor). (5) The molecule is CCOC(=O)CC(NC(=O)c1cccs1)c1ccc(OCC)cc1. The result is 1 (inhibitor).